Dataset: Full USPTO retrosynthesis dataset with 1.9M reactions from patents (1976-2016). Task: Predict the reactants needed to synthesize the given product. The reactants are: [C:1]([N:8]1[C:16]2[C:11](=[CH:12][C:13]([OH:17])=[CH:14][CH:15]=2)[CH:10]=[CH:9]1)([O:3][C:4]([CH3:7])([CH3:6])[CH3:5])=[O:2].[N:18]1([CH2:24][CH2:25][CH2:26]O)[CH2:23][CH2:22][CH2:21][CH2:20][CH2:19]1.C1(C)C=CC=CC=1.C(C=P(CCCC)(CCCC)CCCC)#N. Given the product [N:18]1([CH2:24][CH2:25][CH2:26][O:17][C:13]2[CH:12]=[C:11]3[C:16](=[CH:15][CH:14]=2)[N:8]([C:1]([O:3][C:4]([CH3:7])([CH3:6])[CH3:5])=[O:2])[CH:9]=[CH:10]3)[CH2:23][CH2:22][CH2:21][CH2:20][CH2:19]1, predict the reactants needed to synthesize it.